Task: Predict the product of the given reaction.. Dataset: Forward reaction prediction with 1.9M reactions from USPTO patents (1976-2016) (1) Given the reactants [O:1]1[CH:5]=[CH:4][CH:3]=[C:2]1[C:6]1[CH:13]=[CH:12][C:9]([C:10]#[N:11])=[CH:8][N:7]=1.[Br:14]N1C(=O)CCC1=O.O, predict the reaction product. The product is: [Br:14][C:5]1[O:1][C:2]([C:6]2[CH:13]=[CH:12][C:9]([C:10]#[N:11])=[CH:8][N:7]=2)=[CH:3][CH:4]=1. (2) Given the reactants [CH3:1][C:2]1[C:7]([CH:8](O)[CH3:9])=[CH:6][CH:5]=[C:4]([C:11]2[CH:16]=[CH:15][C:14]([C:17]([F:20])([F:19])[F:18])=[CH:13][CH:12]=2)[N:3]=1.O=S(Cl)[Cl:23], predict the reaction product. The product is: [Cl:23][CH:8]([C:7]1[C:2]([CH3:1])=[N:3][C:4]([C:11]2[CH:16]=[CH:15][C:14]([C:17]([F:20])([F:19])[F:18])=[CH:13][CH:12]=2)=[CH:5][CH:6]=1)[CH3:9]. (3) Given the reactants [CH2:1]([C:9]1[CH:14]=[CH:13][C:12]([N:15]2[CH2:19][CH2:18][N:17]([CH2:20][CH2:21][C:22]([O:24]CC)=[O:23])[C:16]2=[O:27])=[CH:11][CH:10]=1)[CH2:2][CH2:3][CH2:4][CH2:5][CH2:6][CH2:7][CH3:8].C(C1C=CC(NC(=O)NCCC(OCC)=O)=CC=1)CCCCCCC, predict the reaction product. The product is: [CH2:1]([C:9]1[CH:14]=[CH:13][C:12]([N:15]2[CH2:19][CH2:18][N:17]([CH2:20][CH2:21][C:22]([OH:24])=[O:23])[C:16]2=[O:27])=[CH:11][CH:10]=1)[CH2:2][CH2:3][CH2:4][CH2:5][CH2:6][CH2:7][CH3:8]. (4) Given the reactants [C:1]([O:5][C:6]([N:8]1[CH2:13][CH2:12][CH:11]([C:14]2[N:18]([CH2:19][CH3:20])[N:17]=[C:16]([CH2:21][OH:22])[C:15]=2[CH3:23])[CH2:10][CH2:9]1)=[O:7])([CH3:4])([CH3:3])[CH3:2].[C:24](OC(N1CCC(C2NNC(=O)C=2C)CC1)=O)(C)(C)C.CI.C(I)C, predict the reaction product. The product is: [C:1]([O:5][C:6]([N:8]1[CH2:13][CH2:12][CH:11]([C:14]2[N:18]([CH2:19][CH3:20])[N:17]=[C:16]([CH2:21][O:22][CH3:24])[C:15]=2[CH3:23])[CH2:10][CH2:9]1)=[O:7])([CH3:3])([CH3:2])[CH3:4]. (5) Given the reactants [Na+].[Cl:2][C:3]1[CH:4]=[C:5]([NH:17][C:18]2[C:27]3[C:22](=[CH:23][CH:24]=[CH:25][C:26]=3[O:28][CH2:29][C:30]([O-])=[O:31])[N:21]=[CH:20][N:19]=2)[CH:6]=[CH:7][C:8]=1[O:9][CH2:10][C:11]1[CH:16]=[CH:15][CH:14]=[CH:13][N:12]=1.CN(C(ON1N=NC2C=CC=NC1=2)=[N+](C)C)C.F[P-](F)(F)(F)(F)F.CCN(C(C)C)C(C)C.[CH3:66][NH:67][CH:68]1[CH2:73][CH2:72][N:71]([CH3:74])[CH2:70][CH2:69]1, predict the reaction product. The product is: [Cl:2][C:3]1[CH:4]=[C:5]([NH:17][C:18]2[C:27]3[C:22](=[CH:23][CH:24]=[CH:25][C:26]=3[O:28][CH2:29][C:30]([N:67]([CH3:66])[CH:68]3[CH2:73][CH2:72][N:71]([CH3:74])[CH2:70][CH2:69]3)=[O:31])[N:21]=[CH:20][N:19]=2)[CH:6]=[CH:7][C:8]=1[O:9][CH2:10][C:11]1[CH:16]=[CH:15][CH:14]=[CH:13][N:12]=1. (6) The product is: [N:2]1[CH:7]=[CH:6][CH:5]=[CH:4][C:3]=1[N:8]([CH2:32][CH2:33][C:34]([O:36][CH3:37])=[O:35])[C:9]([C:11]1[CH:31]=[CH:30][C:14]2[N:15]([CH3:29])[C:16]([CH2:18][NH:19][C:20]3[CH:25]=[CH:24][C:23]([C:26](=[NH:27])[NH:28][C:39]([O:41][CH2:42][CH2:43][CH2:44][CH2:45][CH3:46])=[O:40])=[CH:22][CH:21]=3)=[N:17][C:13]=2[CH:12]=1)=[O:10]. Given the reactants Cl.[N:2]1[CH:7]=[CH:6][CH:5]=[CH:4][C:3]=1[N:8]([CH2:32][CH2:33][C:34]([O:36][CH3:37])=[O:35])[C:9]([C:11]1[CH:31]=[CH:30][C:14]2[N:15]([CH3:29])[C:16]([CH2:18][NH:19][C:20]3[CH:25]=[CH:24][C:23]([C:26](=[NH:28])[NH2:27])=[CH:22][CH:21]=3)=[N:17][C:13]=2[CH:12]=1)=[O:10].Cl[C:39]([O:41][CH2:42][CH2:43][CH2:44][CH2:45][CH3:46])=[O:40], predict the reaction product. (7) Given the reactants [CH:1]([NH:4][C:5]([NH2:7])=[S:6])([CH3:3])[CH3:2].IC.[CH2:10](N(CC)CC)C.[C:17](Cl)(=[O:21])[C:18](Cl)=[O:19], predict the reaction product. The product is: [CH:1]([N:4]1[C:18](=[O:19])[C:17](=[O:21])[N:7]=[C:5]1[S:6][CH3:10])([CH3:3])[CH3:2]. (8) Given the reactants [S:1]1[C:9]2[CH:8]=[CH:7][N:6]=[CH:5][C:4]=2[CH:3]=[CH:2]1.C([Li])CCC.[CH2:15]([Sn:19]([CH2:25][CH2:26][CH2:27][CH3:28])([CH2:21][CH2:22][CH2:23][CH3:24])Cl)[CH2:16][CH2:17][CH3:18].C([O-])(O)=O.[Na+], predict the reaction product. The product is: [CH2:25]([Sn:19]([CH2:15][CH2:16][CH2:17][CH3:18])([CH2:21][CH2:22][CH2:23][CH3:24])[C:2]1[S:1][C:9]2[CH:8]=[CH:7][N:6]=[CH:5][C:4]=2[CH:3]=1)[CH2:26][CH2:27][CH3:28]. (9) Given the reactants [NH2:1][C:2]1[CH:3]=[C:4]2[C:8](=[CH:9][CH:10]=1)[N:7]([CH2:11][C:12]1[CH:17]=[CH:16][N:15]=[CH:14][CH:13]=1)[CH:6]=[CH:5]2.Cl[C:19](OC1C=CC=CC=1)=[O:20].C(N(CC)CC)C.[CH3:35][O:36][C:37]1[CH:38]=[C:39]2[C:43](=[CH:44][C:45]=1[C:46]([F:49])([F:48])[F:47])[NH:42][CH2:41][CH2:40]2, predict the reaction product. The product is: [N:15]1[CH:16]=[CH:17][C:12]([CH2:11][N:7]2[C:8]3[C:4](=[CH:3][C:2]([NH:1][C:19]([N:42]4[C:43]5[C:39](=[CH:38][C:37]([O:36][CH3:35])=[C:45]([C:46]([F:49])([F:47])[F:48])[CH:44]=5)[CH2:40][CH2:41]4)=[O:20])=[CH:10][CH:9]=3)[CH:5]=[CH:6]2)=[CH:13][CH:14]=1. (10) Given the reactants FC(F)(F)C(O)=O.[CH3:8][C@@H:9]1[CH2:13][NH:12][C@H:11]([C:14]([OH:16])=[O:15])[CH2:10]1.[Br:17][C:18]1[CH:23]=[CH:22][C:21](Br)=[CH:20][CH:19]=1.C(=O)([O-])[O-].[K+].[K+], predict the reaction product. The product is: [Br:17][C:18]1[CH:19]=[C:20]([N:12]2[CH2:13][C@@H:9]([CH3:8])[CH2:10][C@H:11]2[C:14]([OH:16])=[O:15])[CH:21]=[CH:22][CH:23]=1.